From a dataset of Merck oncology drug combination screen with 23,052 pairs across 39 cell lines. Regression. Given two drug SMILES strings and cell line genomic features, predict the synergy score measuring deviation from expected non-interaction effect. (1) Drug 1: COc1cc(C2c3cc4c(cc3C(OC3OC5COC(C)OC5C(O)C3O)C3COC(=O)C23)OCO4)cc(OC)c1O. Drug 2: O=C(NOCC(O)CO)c1ccc(F)c(F)c1Nc1ccc(I)cc1F. Cell line: SW620. Synergy scores: synergy=13.9. (2) Drug 1: O=c1[nH]cc(F)c(=O)[nH]1. Drug 2: Cn1cc(-c2cnn3c(N)c(Br)c(C4CCCNC4)nc23)cn1. Cell line: OV90. Synergy scores: synergy=3.16. (3) Drug 1: O=S1(=O)NC2(CN1CC(F)(F)F)C1CCC2Cc2cc(C=CCN3CCC(C(F)(F)F)CC3)ccc2C1. Drug 2: COc1cccc2c1C(=O)c1c(O)c3c(c(O)c1C2=O)CC(O)(C(=O)CO)CC3OC1CC(N)C(O)C(C)O1. Cell line: LNCAP. Synergy scores: synergy=-17.4. (4) Drug 2: CC1(c2nc3c(C(N)=O)cccc3[nH]2)CCCN1. Cell line: NCIH23. Drug 1: COc1cccc2c1C(=O)c1c(O)c3c(c(O)c1C2=O)CC(O)(C(=O)CO)CC3OC1CC(N)C(O)C(C)O1. Synergy scores: synergy=-1.07. (5) Drug 1: CN(Cc1cnc2nc(N)nc(N)c2n1)c1ccc(C(=O)NC(CCC(=O)O)C(=O)O)cc1. Drug 2: O=C(O)C1(Cc2cccc(Nc3nccs3)n2)CCC(Oc2cccc(Cl)c2F)CC1. Cell line: MSTO. Synergy scores: synergy=-12.8. (6) Drug 1: Cn1nnc2c(C(N)=O)ncn2c1=O. Drug 2: NC(=O)c1cccc2cn(-c3ccc(C4CCCNC4)cc3)nc12. Cell line: NCIH23. Synergy scores: synergy=33.9. (7) Cell line: NCIH460. Drug 1: C#Cc1cccc(Nc2ncnc3cc(OCCOC)c(OCCOC)cc23)c1. Drug 2: COC1=C2CC(C)CC(OC)C(O)C(C)C=C(C)C(OC(N)=O)C(OC)C=CC=C(C)C(=O)NC(=CC1=O)C2=O. Synergy scores: synergy=19.6. (8) Drug 1: O=P1(N(CCCl)CCCl)NCCCO1. Drug 2: O=C(NOCC(O)CO)c1ccc(F)c(F)c1Nc1ccc(I)cc1F. Cell line: NCIH460. Synergy scores: synergy=-3.47. (9) Drug 1: N.N.O=C(O)C1(C(=O)O)CCC1.[Pt]. Drug 2: Cn1c(=O)n(-c2ccc(C(C)(C)C#N)cc2)c2c3cc(-c4cnc5ccccc5c4)ccc3ncc21. Cell line: UWB1289. Synergy scores: synergy=10.00. (10) Drug 1: O=S1(=O)NC2(CN1CC(F)(F)F)C1CCC2Cc2cc(C=CCN3CCC(C(F)(F)F)CC3)ccc2C1. Drug 2: COC12C(COC(N)=O)C3=C(C(=O)C(C)=C(N)C3=O)N1CC1NC12. Cell line: UACC62. Synergy scores: synergy=14.7.